Task: Predict which catalyst facilitates the given reaction.. Dataset: Catalyst prediction with 721,799 reactions and 888 catalyst types from USPTO (1) Reactant: [N:1]([CH2:4][CH:5]1[CH2:10][CH:9]([O:11][Si:12]([C:15]([CH3:18])([CH3:17])[CH3:16])([CH3:14])[CH3:13])[CH2:8][N:7]([C:19]([O:21][C:22]([CH3:25])([CH3:24])[CH3:23])=[O:20])[CH2:6]1)=[N+]=[N-]. Product: [NH2:1][CH2:4][CH:5]1[CH2:10][CH:9]([O:11][Si:12]([C:15]([CH3:18])([CH3:17])[CH3:16])([CH3:14])[CH3:13])[CH2:8][N:7]([C:19]([O:21][C:22]([CH3:25])([CH3:24])[CH3:23])=[O:20])[CH2:6]1. The catalyst class is: 99. (2) Reactant: [CH3:1][O:2][C:3](=[O:12])[C:4]1[CH:9]=[CH:8][C:7]([CH3:10])=[CH:6][C:5]=1[OH:11].[C:13]1(P(C2C=CC=CC=2)C2C=CC=CC=2)[CH:18]=CC=C[CH:14]=1.C(O)(C)C.CC(OC(/N=N/C(OC(C)C)=O)=O)C. Product: [CH3:1][O:2][C:3](=[O:12])[C:4]1[CH:9]=[CH:8][C:7]([CH3:10])=[CH:6][C:5]=1[O:11][CH:13]([CH3:18])[CH3:14]. The catalyst class is: 1. (3) Reactant: [BH4-].[Na+].[F:3][C:4]1[CH:13]=[C:12]2[C:7]([CH2:8][CH2:9][N:10]=[C:11]2[C:14]2[CH:19]=[CH:18][CH:17]=[CH:16][CH:15]=2)=[CH:6][CH:5]=1. Product: [F:3][C:4]1[CH:13]=[C:12]2[C:7]([CH2:8][CH2:9][NH:10][CH:11]2[C:14]2[CH:15]=[CH:16][CH:17]=[CH:18][CH:19]=2)=[CH:6][CH:5]=1. The catalyst class is: 14.